From a dataset of Reaction yield outcomes from USPTO patents with 853,638 reactions. Predict the reaction yield, written as a fraction of the theoretical maximum amount of product (1.0 means a 100% yield; for example, 0.34 means a 34% yield). (1) The reactants are C([O:8][C:9]1[CH:10]=[C:11]([CH:21]=[C:22]([O:24][C@H:25]([CH2:28][O:29][CH3:30])[CH2:26][CH3:27])[CH:23]=1)[C:12]([NH:14][C:15]1[CH:19]=[CH:18][N:17]([CH3:20])[N:16]=1)=[O:13])C1C=CC=CC=1. The catalyst is [Pd].C1COCC1.CO. The product is [OH:8][C:9]1[CH:10]=[C:11]([CH:21]=[C:22]([O:24][C@H:25]([CH2:28][O:29][CH3:30])[CH2:26][CH3:27])[CH:23]=1)[C:12]([NH:14][C:15]1[CH:19]=[CH:18][N:17]([CH3:20])[N:16]=1)=[O:13]. The yield is 1.00. (2) The reactants are [N+]([C:4]1C=CC=CC=1O)([O-])=O.[Cl:11][C:12]1[C:17]([N+:18]([O-:20])=[O:19])=[CH:16][CH:15]=[CH:14][C:13]=1[OH:21].C(=O)([O-])[O-].[Cs+].[Cs+].CI. The catalyst is CN(C=O)C. The product is [Cl:11][C:12]1[C:17]([N+:18]([O-:20])=[O:19])=[CH:16][CH:15]=[CH:14][C:13]=1[O:21][CH3:4]. The yield is 0.980. (3) The reactants are [Cl:1][C:2]1[CH:3]=[C:4]([OH:9])[CH:5]=[CH:6][C:7]=1[Cl:8].F[C:11]1[CH:16]=[CH:15][CH:14]=[CH:13][C:12]=1[N+:17]([O-:19])=[O:18].[Cl:20][C:21]1[CH:22]=[C:23]([CH:32]=[CH:33][C:34]=1[Cl:35])[O:24][C:25]1[CH:31]=[CH:30][CH:29]=[CH:28][C:26]=1[NH2:27].[NH2:36][C:37]1[S:38][CH:39]=[CH:40][N:41]=1. No catalyst specified. The product is [Cl:1][C:2]1[CH:3]=[C:4]([CH:5]=[CH:6][C:7]=1[Cl:8])[O:9][C:11]1[CH:16]=[CH:15][CH:14]=[CH:13][C:12]=1[N+:17]([O-:19])=[O:18].[Cl:20][C:21]1[CH:22]=[C:23]([CH:32]=[CH:33][C:34]=1[Cl:35])[O:24][C:25]1[CH:31]=[CH:30][CH:29]=[CH:28][C:26]=1[NH:27][C:4]([NH:36][C:37]1[S:38][CH:39]=[CH:40][N:41]=1)=[O:9]. The yield is 0.810. (4) The reactants are [NH2:1][C:2]1[N:3]=[C:4]([NH2:15])[C:5]2[C:11]([CH3:12])=[C:10]([C:13]#[N:14])[CH:9]=[N:8][C:6]=2[N:7]=1.[CH3:16][O:17][C:18]1[CH:19]=[C:20]([CH:22]=[C:23]([O:27][CH3:28])[C:24]=1[O:25][CH3:26])N. The catalyst is [Ni].C(O)(=O)C. The product is [CH3:12][C:11]1[C:5]2[C:4]([NH2:15])=[N:3][C:2]([NH2:1])=[N:7][C:6]=2[N:8]=[CH:9][C:10]=1[CH2:13][NH:14][C:20]1[CH:22]=[C:23]([O:27][CH3:28])[C:24]([O:25][CH3:26])=[C:18]([O:17][CH3:16])[CH:19]=1. The yield is 0.160. (5) The reactants are [CH3:1][C@H:2]([NH:7][C:8]([C:10]1[C:18]2[C:13](=[N:14][CH:15]=[C:16](Br)[N:17]=2)[N:12]([CH2:20][O:21][CH2:22][CH2:23][Si:24]([CH3:27])([CH3:26])[CH3:25])[CH:11]=1)=[O:9])[C:3]([CH3:6])([CH3:5])[CH3:4].[CH3:28][N:29]1[CH:33]=[C:32](B2OC(C)(C)C(C)(C)O2)[CH:31]=[N:30]1.C(=O)([O-])[O-].[K+].[K+].C(=O)(O)[O-].[Na+]. The catalyst is C1(P(C2C=CC=CC=2)C2C=CC=CC=2)C=CC=CC=1.C1(P(C2C=CC=CC=2)C2C=CC=CC=2)C=CC=CC=1.C1(P(C2C=CC=CC=2)C2C=CC=CC=2)C=CC=CC=1.C1(P(C2C=CC=CC=2)C2C=CC=CC=2)C=CC=CC=1.[Pd].C(OCC)(=O)C.O.O1CCOCC1. The product is [CH3:1][C@H:2]([NH:7][C:8]([C:10]1[C:18]2[C:13](=[N:14][CH:15]=[C:16]([C:32]3[CH:31]=[N:30][N:29]([CH3:28])[CH:33]=3)[N:17]=2)[N:12]([CH2:20][O:21][CH2:22][CH2:23][Si:24]([CH3:27])([CH3:26])[CH3:25])[CH:11]=1)=[O:9])[C:3]([CH3:6])([CH3:5])[CH3:4]. The yield is 0.880. (6) The reactants are Br[C:2]1[CH:7]=[C:6]([C:8]([CH3:11])([CH3:10])[CH3:9])[C:5]([N+:12]([O-:14])=[O:13])=[CH:4][C:3]=1[NH2:15].CCN(CC)CC.[CH3:23][Si:24]([C:27]#[CH:28])([CH3:26])[CH3:25]. The catalyst is C1(C)C=CC=CC=1.O.Cl[Pd](Cl)([P](C1C=CC=CC=1)(C1C=CC=CC=1)C1C=CC=CC=1)[P](C1C=CC=CC=1)(C1C=CC=CC=1)C1C=CC=CC=1.[Cu]I. The product is [C:8]([C:6]1[C:5]([N+:12]([O-:14])=[O:13])=[CH:4][C:3]([NH:15][C:28]#[C:27][Si:24]([CH3:26])([CH3:25])[CH3:23])=[CH:2][CH:7]=1)([CH3:11])([CH3:10])[CH3:9]. The yield is 0.810. (7) The reactants are CC(C[AlH]CC(C)C)C.C1(C)C=CC=CC=1.C([O:19][C:20](=O)[CH:21]=[C:22]([C:30]1[CH:35]=[CH:34][C:33]([Br:36])=[CH:32][CH:31]=1)[C:23]1[CH:28]=[CH:27][C:26]([Br:29])=[CH:25][CH:24]=1)C.Cl. The catalyst is C1COCC1. The product is [Br:29][C:26]1[CH:27]=[CH:28][C:23]([C:22]([C:30]2[CH:31]=[CH:32][C:33]([Br:36])=[CH:34][CH:35]=2)=[CH:21][CH2:20][OH:19])=[CH:24][CH:25]=1. The yield is 0.720. (8) The reactants are Br[CH2:2][C:3]1[CH:12]=[CH:11][C:6]([C:7]([O:9][CH3:10])=[O:8])=[CH:5][C:4]=1[O:13][S:14]([CH3:17])(=[O:16])=[O:15].[CH3:18][CH:19]1[CH2:28][CH2:27][C:26]2[C:21](=[CH:22][CH:23]=[CH:24][CH:25]=2)[NH:20]1.C(=O)([O-])[O-].[K+].[K+].CN(C)C=O. The catalyst is C(OCC)(=O)C. The product is [CH3:18][CH:19]1[CH2:28][CH2:27][C:26]2[C:21](=[CH:22][CH:23]=[CH:24][CH:25]=2)[N:20]1[CH2:2][C:3]1[CH:12]=[CH:11][C:6]([C:7]([O:9][CH3:10])=[O:8])=[CH:5][C:4]=1[O:13][S:14]([CH3:17])(=[O:16])=[O:15]. The yield is 0.750.